This data is from CYP3A4 inhibition data for predicting drug metabolism from PubChem BioAssay. The task is: Regression/Classification. Given a drug SMILES string, predict its absorption, distribution, metabolism, or excretion properties. Task type varies by dataset: regression for continuous measurements (e.g., permeability, clearance, half-life) or binary classification for categorical outcomes (e.g., BBB penetration, CYP inhibition). Dataset: cyp3a4_veith. (1) The compound is NC(N)=Nc1nc(CCN2C(=O)c3ccccc3C2=O)cs1. The result is 0 (non-inhibitor). (2) The drug is Cc1ccccc1-c1cncnc1N1CCN(C)CC1. The result is 1 (inhibitor). (3) The drug is O=C(CN(c1ccccc1)S(=O)(=O)c1ccccc1)NCCSCc1ccco1. The result is 1 (inhibitor). (4) The compound is Cn1cccc1C(=O)N1CCC2(CC1)CCN(c1ccccn1)CC2. The result is 0 (non-inhibitor). (5) The molecule is O=[N+]([O-])c1ccc(S(=O)(=O)Cc2ccccc2)c([N+](=O)[O-])c1. The result is 1 (inhibitor).